Predict the product of the given reaction. From a dataset of Forward reaction prediction with 1.9M reactions from USPTO patents (1976-2016). (1) Given the reactants [F:1][C:2]1[CH:3]=[CH:4][C:5]([CH3:8])=[N:6][CH:7]=1.[Br:9]N1C(=O)CCC1=O.C(OOC(=O)C1C=CC=CC=1)(=O)C1C=CC=CC=1, predict the reaction product. The product is: [Br:9][CH2:8][C:5]1[CH:4]=[CH:3][C:2]([F:1])=[CH:7][N:6]=1. (2) Given the reactants [NH2:1][C:2]1[N:3]=[CH:4][C:5]([C:18]2[CH:27]=[CH:26][C:21]([C:22]([O:24]C)=[O:23])=[CH:20][CH:19]=2)=[N:6][C:7]=1[NH:8][CH2:9][C:10]1[C:15]([Cl:16])=[CH:14][CH:13]=[CH:12][C:11]=1[Cl:17].C1COCC1.CO.O.[OH-].[Li+], predict the reaction product. The product is: [NH2:1][C:2]1[N:3]=[CH:4][C:5]([C:18]2[CH:19]=[CH:20][C:21]([C:22]([OH:24])=[O:23])=[CH:26][CH:27]=2)=[N:6][C:7]=1[NH:8][CH2:9][C:10]1[C:15]([Cl:16])=[CH:14][CH:13]=[CH:12][C:11]=1[Cl:17]. (3) Given the reactants CN(C=O)C.Br[C:7]1[C:15]2[C:10](=[CH:11][C:12]([C:16]3[CH:21]=[CH:20][CH:19]=[C:18]([N+:22]([O-:24])=[O:23])[CH:17]=3)=[CH:13][CH:14]=2)[N:9]([C:25]2[CH:30]=[CH:29][N:28]=[C:27]([S:31][CH3:32])[N:26]=2)[CH:8]=1.[O-]P([O-])([O-])=O.[K+].[K+].[K+].[CH3:41][O:42][C:43]1[CH:48]=[CH:47][C:46](B(O)O)=[CH:45][CH:44]=1, predict the reaction product. The product is: [CH3:41][O:42][C:43]1[CH:48]=[CH:47][C:46]([C:7]2[C:15]3[C:10](=[CH:11][C:12]([C:16]4[CH:21]=[CH:20][CH:19]=[C:18]([N+:22]([O-:24])=[O:23])[CH:17]=4)=[CH:13][CH:14]=3)[N:9]([C:25]3[CH:30]=[CH:29][N:28]=[C:27]([S:31][CH3:32])[N:26]=3)[CH:8]=2)=[CH:45][CH:44]=1. (4) Given the reactants [Cl:1][C:2]1[CH:3]=[CH:4][C:5]2[NH:11][C:10](=O)[C:9]3=[CH:13][C:14]([CH3:16])=[CH:15][N:8]3[CH2:7][C:6]=2[CH:17]=1.CN(C)C1C=CC=CC=1.P(Cl)(Cl)([Cl:29])=O, predict the reaction product. The product is: [Cl:1][C:2]1[CH:3]=[CH:4][C:5]2[N:11]=[C:10]([Cl:29])[C:9]3=[CH:13][C:14]([CH3:16])=[CH:15][N:8]3[CH2:7][C:6]=2[CH:17]=1. (5) Given the reactants [CH3:1][C:2]1[O:6][C:5]([C:7]2[CH:12]=[CH:11][CH:10]=[CH:9][CH:8]=2)=[N:4][C:3]=1[CH2:13][O:14][C:15]1[CH:35]=[CH:34][C:18]([CH2:19][O:20][C:21]2[C:26]([CH:27]=[CH:28][C:29]([O:31]CC)=[O:30])=[CH:25][CH:24]=[CH:23][N:22]=2)=[CH:17][CH:16]=1.O1CCCC1.[OH-].[Na+], predict the reaction product. The product is: [CH3:1][C:2]1[O:6][C:5]([C:7]2[CH:8]=[CH:9][CH:10]=[CH:11][CH:12]=2)=[N:4][C:3]=1[CH2:13][O:14][C:15]1[CH:35]=[CH:34][C:18]([CH2:19][O:20][C:21]2[C:26]([CH:27]=[CH:28][C:29]([OH:31])=[O:30])=[CH:25][CH:24]=[CH:23][N:22]=2)=[CH:17][CH:16]=1. (6) Given the reactants [NH2:1][C:2]1[C:11]2[N:12]=[C:13]([CH2:39][CH2:40][O:41][CH3:42])[N:14]([CH2:15][CH2:16][CH2:17][N:18]([CH2:27][C:28]3[CH:29]=[C:30]([CH:36]=[CH:37][CH:38]=3)[O:31][CH2:32][C:33]([OH:35])=[O:34])[C:19](=[O:26])[CH2:20][N:21]([CH2:24][CH3:25])[CH2:22][CH3:23])[C:10]=2[C:9]2[CH:8]=[CH:7][CH:6]=[CH:5][C:4]=2[N:3]=1.[CH:43]1(O)[CH2:47][CH2:46][CH2:45][CH2:44]1, predict the reaction product. The product is: [NH2:1][C:2]1[C:11]2[N:12]=[C:13]([CH2:39][CH2:40][O:41][CH3:42])[N:14]([CH2:15][CH2:16][CH2:17][N:18]([CH2:27][C:28]3[CH:29]=[C:30]([CH:36]=[CH:37][CH:38]=3)[O:31][CH2:32][C:33]([O:35][CH:43]3[CH2:47][CH2:46][CH2:45][CH2:44]3)=[O:34])[C:19](=[O:26])[CH2:20][N:21]([CH2:24][CH3:25])[CH2:22][CH3:23])[C:10]=2[C:9]2[CH:8]=[CH:7][CH:6]=[CH:5][C:4]=2[N:3]=1. (7) Given the reactants [Br:1][C:2]1[CH:7]=[CH:6][C:5]([CH:8]([OH:14])[CH2:9][NH:10][CH2:11][CH2:12][OH:13])=[CH:4][C:3]=1[F:15].[C:16](O[C:16]([O:18][C:19]([CH3:22])([CH3:21])[CH3:20])=[O:17])([O:18][C:19]([CH3:22])([CH3:21])[CH3:20])=[O:17], predict the reaction product. The product is: [C:19]([O:18][C:16](=[O:17])[N:10]([CH2:9][CH:8]([C:5]1[CH:6]=[CH:7][C:2]([Br:1])=[C:3]([F:15])[CH:4]=1)[OH:14])[CH2:11][CH2:12][OH:13])([CH3:22])([CH3:21])[CH3:20]. (8) Given the reactants CC([O-])(CC)C.[Na+].Cl[C:9]1[N:14]=[C:13]2[O:15][C:16]([C:22]3[CH:27]=[CH:26][C:25]([F:28])=[CH:24][CH:23]=3)=[C:17]([C:18](=[O:21])[NH:19][CH3:20])[C:12]2=[CH:11][C:10]=1[C:29]1[CH:30]=[N:31][C:32]([O:39][CH3:40])=[C:33]([CH:38]=1)[C:34]([O:36]C)=[O:35].[F:41][C:42]([F:46])([F:45])[CH2:43][NH2:44], predict the reaction product. The product is: [F:28][C:25]1[CH:26]=[CH:27][C:22]([C:16]2[O:15][C:13]3=[N:14][C:9]([NH:44][CH2:43][C:42]([F:46])([F:45])[F:41])=[C:10]([C:29]4[CH:30]=[N:31][C:32]([O:39][CH3:40])=[C:33]([CH:38]=4)[C:34]([OH:36])=[O:35])[CH:11]=[C:12]3[C:17]=2[C:18](=[O:21])[NH:19][CH3:20])=[CH:23][CH:24]=1.